Dataset: Reaction yield outcomes from USPTO patents with 853,638 reactions. Task: Predict the reaction yield, written as a fraction of the theoretical maximum amount of product (1.0 means a 100% yield; for example, 0.34 means a 34% yield). (1) The reactants are [Cl:1][C:2]1[CH:7]=[CH:6][N:5]2[N:8]=[C:9]([C:13]3[CH:18]=[CH:17][C:16]([F:19])=[CH:15][CH:14]=3)[C:10]([CH:11]=[O:12])=[C:4]2[CH:3]=1.C([Mg]Br)#C.O.O1C[CH2:28][CH2:27][CH2:26]1. No catalyst specified. The product is [Cl:1][C:2]1[CH:7]=[CH:6][N:5]2[N:8]=[C:9]([C:13]3[CH:18]=[CH:17][C:16]([F:19])=[CH:15][CH:14]=3)[C:10]([C:11](=[O:12])[C:26]#[C:27][CH3:28])=[C:4]2[CH:3]=1. The yield is 0.620. (2) The reactants are [CH2:1]([NH:5][C:6]([C:8]1[CH:29]=[CH:28][C:11]2[S:12][C:13]3[CH:27]=[CH:26][CH:25]=[CH:24][C:14]=3[C:15]([C:17]3[CH:22]=[CH:21][C:20]([Cl:23])=[CH:19][CH:18]=3)=[N:16][C:10]=2[CH:9]=1)=[O:7])[CH2:2][CH2:3][CH3:4].OO.C(=O)(O)[O-:33].[Na+]. The catalyst is C(O)(=O)C.CO. The product is [CH2:1]([NH:5][C:6]([C:8]1[CH:29]=[CH:28][C:11]2[S:12](=[O:33])[C:13]3[CH:27]=[CH:26][CH:25]=[CH:24][C:14]=3[C:15]([C:17]3[CH:22]=[CH:21][C:20]([Cl:23])=[CH:19][CH:18]=3)=[N:16][C:10]=2[CH:9]=1)=[O:7])[CH2:2][CH2:3][CH3:4]. The yield is 0.230. (3) The reactants are Br.[NH2:2][C:3]1[C:8]([CH2:9]Br)=[CH:7][C:6]([Br:11])=[CH:5][N:4]=1.[CH3:12][NH2:13]. The catalyst is C1COCC1. The product is [NH2:2][C:3]1[C:8]([CH2:9][NH:13][CH3:12])=[CH:7][C:6]([Br:11])=[CH:5][N:4]=1. The yield is 0.800. (4) The reactants are C1C=C(Cl)C=C(C(OO)=O)C=1.[Cl:12][C:13]1[CH:18]=[CH:17][CH:16]=[C:15]([Cl:19])[C:14]=1[N:20]1[CH:31]=[CH:30][C:23]2[N:24]=[C:25](SC)[N:26]=[CH:27][C:22]=2[C:21]1=[O:32].CCN(C(C)C)C(C)C.[NH2:42][C:43]1[CH:48]=[C:47]([F:49])[C:46]([N:50]2[CH2:55][CH2:54][N:53]([C:56]([O:58][C:59]([CH3:62])([CH3:61])[CH3:60])=[O:57])[CH2:52][CH2:51]2)=[C:45]([F:63])[CH:44]=1. The catalyst is C(Cl)Cl.C1(C)C=CC=CC=1. The product is [Cl:12][C:13]1[CH:18]=[CH:17][CH:16]=[C:15]([Cl:19])[C:14]=1[N:20]1[CH:31]=[CH:30][C:23]2[N:24]=[C:25]([NH:42][C:43]3[CH:48]=[C:47]([F:49])[C:46]([N:50]4[CH2:55][CH2:54][N:53]([C:56]([O:58][C:59]([CH3:61])([CH3:60])[CH3:62])=[O:57])[CH2:52][CH2:51]4)=[C:45]([F:63])[CH:44]=3)[N:26]=[CH:27][C:22]=2[C:21]1=[O:32]. The yield is 0.110. (5) The reactants are [N:1]1[C:5]2[CH:6]=[CH:7][CH:8]=[CH:9][C:4]=2[NH:3][C:2]=1[S:10][CH2:11][CH2:12][N:13]1[CH2:18][CH2:17][N:16]([CH2:19][C:20]([NH:22][C:23]2[C:24]([S:32][CH3:33])=[N:25][C:26]([CH3:31])=[CH:27][C:28]=2[S:29][CH3:30])=[O:21])[CH2:15][CH2:14]1.[C:34]([OH:41])(=[O:40])/[CH:35]=[CH:36]\[C:37]([OH:39])=[O:38]. The catalyst is C(O)C. The product is [C:34]([OH:41])(=[O:40])/[CH:35]=[CH:36]\[C:37]([OH:39])=[O:38].[C:34]([OH:41])(=[O:40])/[CH:35]=[CH:36]\[C:37]([OH:39])=[O:38].[N:1]1[C:5]2[CH:6]=[CH:7][CH:8]=[CH:9][C:4]=2[NH:3][C:2]=1[S:10][CH2:11][CH2:12][N:13]1[CH2:14][CH2:15][N:16]([CH2:19][C:20]([NH:22][C:23]2[C:24]([S:32][CH3:33])=[N:25][C:26]([CH3:31])=[CH:27][C:28]=2[S:29][CH3:30])=[O:21])[CH2:17][CH2:18]1. The yield is 0.891. (6) The reactants are [CH2:1]([O:3][C:4]([CH:6]1[CH:11]([NH:12][S:13]([C:16]2[CH:21]=[CH:20][C:19]([O:22][CH2:23][C:24]3[C:33]4[C:28](=[CH:29][CH:30]=[CH:31][CH:32]=4)[N:27]=[C:26]([CH3:34])[CH:25]=3)=[CH:18][CH:17]=2)(=[O:15])=[O:14])[CH2:10][CH2:9][NH:8][CH2:7]1)=[O:5])[CH3:2].[C:35](Cl)(=[O:37])[CH3:36]. The catalyst is C(Cl)Cl. The product is [CH2:1]([O:3][C:4]([CH:6]1[CH:11]([NH:12][S:13]([C:16]2[CH:17]=[CH:18][C:19]([O:22][CH2:23][C:24]3[C:33]4[C:28](=[CH:29][CH:30]=[CH:31][CH:32]=4)[N:27]=[C:26]([CH3:34])[CH:25]=3)=[CH:20][CH:21]=2)(=[O:15])=[O:14])[CH2:10][CH2:9][N:8]([C:35](=[O:37])[CH3:36])[CH2:7]1)=[O:5])[CH3:2]. The yield is 0.920. (7) The reactants are F[C:2]1[CH:9]=[CH:8][C:5]([C:6]#[N:7])=[CH:4][C:3]=1[C:10]([C:12]1[CH:21]=[CH:20][C:19]2[C:14](=[CH:15][CH:16]=[C:17](O)[CH:18]=2)[CH:13]=1)=O.[OH2:23].[NH2:24][NH2:25]. The catalyst is C1(C)C=CC=CC=1. The product is [OH:23][C:17]1[CH:18]=[C:19]2[C:14](=[CH:15][CH:16]=1)[CH:13]=[C:12]([C:10]1[C:3]3[C:2](=[CH:9][CH:8]=[C:5]([C:6]#[N:7])[CH:4]=3)[NH:25][N:24]=1)[CH:21]=[CH:20]2. The yield is 0.680.